From a dataset of Reaction yield outcomes from USPTO patents with 853,638 reactions. Predict the reaction yield, written as a fraction of the theoretical maximum amount of product (1.0 means a 100% yield; for example, 0.34 means a 34% yield). The reactants are [Br:1][C:2]1[CH:9]=[C:8]([N+:10]([O-:12])=[O:11])[CH:7]=[CH:6][C:3]=1[CH:4]=[O:5].CC1C=CC(S([CH2:23][N+:24]#[C-:25])(=O)=O)=CC=1.C(=O)([O-])[O-].[K+].[K+].C([O-])(O)=O.[Na+]. The catalyst is CO. The product is [Br:1][C:2]1[CH:9]=[C:8]([N+:10]([O-:12])=[O:11])[CH:7]=[CH:6][C:3]=1[C:4]1[O:5][CH:25]=[N:24][CH:23]=1. The yield is 0.860.